Dataset: Full USPTO retrosynthesis dataset with 1.9M reactions from patents (1976-2016). Task: Predict the reactants needed to synthesize the given product. (1) Given the product [CH2:17]1[O:18][C:19]2([CH2:20][CH2:21][C:3]3[N:2]=[CH:7][C:6]([N+:8]([O-:10])=[O:9])=[CH:5][C:4]=3[CH2:24]2)[O:15][CH2:16]1, predict the reactants needed to synthesize it. The reactants are: C[N:2]1[CH:7]=[C:6]([N+:8]([O-:10])=[O:9])[CH:5]=[C:4]([N+]([O-])=O)[C:3]1=O.[O:15]1[C:19]2([CH2:24]CC(=O)[CH2:21][CH2:20]2)[O:18][CH2:17][CH2:16]1.O. (2) Given the product [CH2:1]([N:8]1[CH:12]=[C:11]([CH2:13][C:14]([O:26][CH2:27][CH3:28])=[O:24])[C:10]([O:16][CH2:17][C:18]2[CH:23]=[CH:22][CH:21]=[CH:20][CH:19]=2)=[N:9]1)[C:2]1[CH:7]=[CH:6][CH:5]=[CH:4][CH:3]=1, predict the reactants needed to synthesize it. The reactants are: [CH2:1]([N:8]1[CH:12]=[C:11]([CH2:13][C:14]#N)[C:10]([O:16][CH2:17][C:18]2[CH:23]=[CH:22][CH:21]=[CH:20][CH:19]=2)=[N:9]1)[C:2]1[CH:7]=[CH:6][CH:5]=[CH:4][CH:3]=1.[OH-:24].[Na+].[O:26]1CC[CH2:28][CH2:27]1.Cl. (3) Given the product [I:15][C:14]1[CH:3]=[CH:1][N:4]=[C:5]([O:22][CH3:21])[C:7]=1[CH:16]=[O:17], predict the reactants needed to synthesize it. The reactants are: [CH:1]([NH:4][CH:5]([CH3:7])C)([CH3:3])C.FC1[C:14]([I:15])=CC=CN=1.[CH:16](OCC)=[O:17].[CH3:21][OH:22].C[O-].[Na+]. (4) Given the product [Br:1][C:2]1[CH:3]=[C:4]2[C:8](=[CH:9][CH:10]=1)[C@H:7]([N:11]1[CH2:13][C:14]3([CH2:15][CH2:16][N:17]([C:20]([O:22][C:23]([CH3:26])([CH3:25])[CH3:24])=[O:21])[CH2:18][CH2:19]3)[CH2:27]1)[CH2:6][CH2:5]2, predict the reactants needed to synthesize it. The reactants are: [Br:1][C:2]1[CH:3]=[C:4]2[C:8](=[CH:9][CH:10]=1)[C@H:7]([NH2:11])[CH2:6][CH2:5]2.Cl[CH2:13][C:14]1([CH:27]=O)[CH2:19][CH2:18][N:17]([C:20]([O:22][C:23]([CH3:26])([CH3:25])[CH3:24])=[O:21])[CH2:16][CH2:15]1.C([BH3-])#N.[Na+].[OH-].[Na+]. (5) Given the product [OH:6][NH:7][C:8](=[O:35])[C@@H:9]([CH3:34])[CH2:10][C@H:11]([NH:18][C:19]([C:21]1[CH:22]=[CH:23][C:24]([O:27][C:28]2[CH:29]=[CH:30][CH:31]=[CH:32][CH:33]=2)=[CH:25][CH:26]=1)=[O:20])[CH2:12][O:13][CH2:14][O:15][CH2:16][CH3:17], predict the reactants needed to synthesize it. The reactants are: COC([O:6][NH:7][C:8](=[O:35])[C@@H:9]([CH3:34])[CH2:10][C@H:11]([NH:18][C:19]([C:21]1[CH:26]=[CH:25][C:24]([O:27][C:28]2[CH:33]=[CH:32][CH:31]=[CH:30][CH:29]=2)=[CH:23][CH:22]=1)=[O:20])[CH2:12][O:13][CH2:14][O:15][CH2:16][CH3:17])(C)C. (6) Given the product [CH3:11][O:12][C:13]1[CH:21]=[CH:20][CH:19]=[CH:18][C:14]=1[C:15]([NH:1][C:2]1[S:3][C:4]2[CH:10]=[CH:9][CH:8]=[CH:7][C:5]=2[N:6]=1)=[O:16], predict the reactants needed to synthesize it. The reactants are: [NH2:1][C:2]1[S:3][C:4]2[CH:10]=[CH:9][CH:8]=[CH:7][C:5]=2[N:6]=1.[CH3:11][O:12][C:13]1[CH:21]=[CH:20][CH:19]=[CH:18][C:14]=1[C:15](Cl)=[O:16]. (7) Given the product [CH2:25]([N:17]([CH2:16][C:14]1[N:15]=[C:10]2[S:9][C:8]([CH3:28])=[C:7]([CH2:6][S:30]([CH3:29])(=[O:32])=[O:31])[N:11]2[C:12](=[O:27])[CH:13]=1)[C:18]1[CH:23]=[CH:22][C:21]([F:24])=[CH:20][CH:19]=1)[CH3:26], predict the reactants needed to synthesize it. The reactants are: CS(O[CH2:6][C:7]1[N:11]2[C:12](=[O:27])[CH:13]=[C:14]([CH2:16][N:17]([CH2:25][CH3:26])[C:18]3[CH:23]=[CH:22][C:21]([F:24])=[CH:20][CH:19]=3)[N:15]=[C:10]2[S:9][C:8]=1[CH3:28])(=O)=O.[CH3:29][S:30]([O-:32])=[O:31].[Na+].